From a dataset of Forward reaction prediction with 1.9M reactions from USPTO patents (1976-2016). Predict the product of the given reaction. Given the reactants [NH2:1][C:2]1[CH:3]=[CH:4][C:5]([F:20])=[C:6]([C@:8]2([CH3:19])[CH2:13][C@@H:12]([C:14]([F:17])([F:16])[F:15])[O:11][C:10]([NH2:18])=[N:9]2)[CH:7]=1.[F:21][CH2:22][O:23][C:24]1[CH:25]=[CH:26][C:27]([C:30](O)=[O:31])=[N:28][CH:29]=1, predict the reaction product. The product is: [NH2:18][C:10]1[O:11][C@H:12]([C:14]([F:16])([F:17])[F:15])[CH2:13][C@:8]([C:6]2[CH:7]=[C:2]([NH:1][C:30](=[O:31])[C:27]3[CH:26]=[CH:25][C:24]([O:23][CH2:22][F:21])=[CH:29][N:28]=3)[CH:3]=[CH:4][C:5]=2[F:20])([CH3:19])[N:9]=1.